This data is from Forward reaction prediction with 1.9M reactions from USPTO patents (1976-2016). The task is: Predict the product of the given reaction. (1) The product is: [F:27][C:28]([F:47])([F:46])[S:29]([O:26][C:20]1[C:21]2[O:25][CH:24]=[CH:23][C:22]=2[C:17]([C:14]2[N:13]=[C:12]([C:4]3[CH:5]=[CH:6][C:7]([O:8][CH:9]([CH3:11])[CH3:10])=[C:2]([Cl:1])[CH:3]=3)[O:16][N:15]=2)=[CH:18][CH:19]=1)(=[O:31])=[O:30]. Given the reactants [Cl:1][C:2]1[CH:3]=[C:4]([C:12]2[O:16][N:15]=[C:14]([C:17]3[C:22]4[CH:23]=[CH:24][O:25][C:21]=4[C:20]([OH:26])=[CH:19][CH:18]=3)[N:13]=2)[CH:5]=[CH:6][C:7]=1[O:8][CH:9]([CH3:11])[CH3:10].[F:27][C:28]([F:47])([F:46])[S:29](N(C1C=CC=CC=1)[S:29]([C:28]([F:47])([F:46])[F:27])(=[O:31])=[O:30])(=[O:31])=[O:30].CCN(C(C)C)C(C)C, predict the reaction product. (2) Given the reactants C[O:2][C:3](=[O:37])[CH2:4][C@H:5]1[CH2:10][C@@H:9](/[CH:11]=[CH:12]/[C:13]2[C:14]([C:28]3[CH:33]=[CH:32][C:31]([F:34])=[CH:30][CH:29]=3)=[N:15][C:16]([N:22]([CH3:27])[S:23]([CH3:26])(=[O:25])=[O:24])=[N:17][C:18]=2[CH:19]([CH3:21])[CH3:20])[O:8]C(C)(C)[O:6]1.Cl.[OH-].[Na+].[Na+].[Cl-], predict the reaction product. The product is: [CH3:21][CH:19]([C:18]1[N:17]=[C:16]([N:22]([S:23]([CH3:26])(=[O:24])=[O:25])[CH3:27])[N:15]=[C:14]([C:28]2[CH:29]=[CH:30][C:31]([F:34])=[CH:32][CH:33]=2)[C:13]=1/[CH:12]=[CH:11]/[C@@H:9]([OH:8])[CH2:10][C@@H:5]([OH:6])[CH2:4][C:3]([OH:37])=[O:2])[CH3:20]. (3) Given the reactants FC(F)(F)C(O)=O.[NH2:8][CH2:9][CH2:10][C:11]1[CH:16]=[CH:15][C:14]([C:17]2[S:21](=[O:23])(=[O:22])[NH:20][C:19](=[O:24])[CH:18]=2)=[CH:13][CH:12]=1.C(N(CC)CC)C.[C:32](Cl)(=[O:39])[C:33]1[CH:38]=[CH:37][CH:36]=[CH:35][CH:34]=1.CN(C=O)C, predict the reaction product. The product is: [O:22]=[S:21]1(=[O:23])[C:17]([C:14]2[CH:15]=[CH:16][C:11]([CH2:10][CH2:9][NH:8][C:32](=[O:39])[C:33]3[CH:38]=[CH:37][CH:36]=[CH:35][CH:34]=3)=[CH:12][CH:13]=2)=[CH:18][C:19](=[O:24])[NH:20]1. (4) Given the reactants [F:1][C:2]1[CH:3]=[C:4]([CH:8]=[CH:9][C:10]=1[F:11])[C:5]([OH:7])=O.C(Cl)(=O)C(Cl)=O.Cl.[NH:19]1[CH2:22][CH2:21][CH2:20]1.C(N(CC)CC)C.Cl, predict the reaction product. The product is: [F:1][C:2]1[CH:3]=[C:4]([CH:8]=[CH:9][C:10]=1[F:11])[C:5]([N:19]1[CH2:22][CH2:21][CH2:20]1)=[O:7].